Dataset: Full USPTO retrosynthesis dataset with 1.9M reactions from patents (1976-2016). Task: Predict the reactants needed to synthesize the given product. (1) Given the product [Cl:8][C:6]1[N:5]=[CH:4][N:3]=[C:2]([NH:18][C:19]2[CH:20]=[N:21][N:22]([CH:24]3[CH2:25][CH2:26][N:27]([C:30]([O:32][C:33]([CH3:36])([CH3:35])[CH3:34])=[O:31])[CH2:28][CH2:29]3)[CH:23]=2)[N:7]=1, predict the reactants needed to synthesize it. The reactants are: Cl[C:2]1[N:7]=[C:6]([Cl:8])[N:5]=[CH:4][N:3]=1.C(N(CC)C(C)C)(C)C.[NH2:18][C:19]1[CH:20]=[N:21][N:22]([CH:24]2[CH2:29][CH2:28][N:27]([C:30]([O:32][C:33]([CH3:36])([CH3:35])[CH3:34])=[O:31])[CH2:26][CH2:25]2)[CH:23]=1.C(=O)([O-])O.[Na+]. (2) Given the product [C:1]([O:5][C:6]([N:8]1[CH2:13][CH2:12][C@@H:11]([N:14]=[C:16]([C:17]2[CH:22]=[CH:21][CH:20]=[CH:19][CH:18]=2)[C:23]2[CH:28]=[CH:27][CH:26]=[CH:25][CH:24]=2)[C@H:10]([OH:15])[CH2:9]1)=[O:7])([CH3:4])([CH3:2])[CH3:3], predict the reactants needed to synthesize it. The reactants are: [C:1]([O:5][C:6]([N:8]1[CH2:13][CH2:12][C@@H:11]([NH2:14])[C@H:10]([OH:15])[CH2:9]1)=[O:7])([CH3:4])([CH3:3])[CH3:2].[C:16](=N)([C:23]1[CH:28]=[CH:27][CH:26]=[CH:25][CH:24]=1)[C:17]1[CH:22]=[CH:21][CH:20]=[CH:19][CH:18]=1.C(N(CC)CC)C.